Dataset: Forward reaction prediction with 1.9M reactions from USPTO patents (1976-2016). Task: Predict the product of the given reaction. Given the reactants [C:1]([O:5][C:6](=[O:23])[NH:7][C:8]1[CH:13]=[CH:12][C:11]([C:14]2[CH:15]=[N:16][CH:17]=[CH:18][CH:19]=2)=[CH:10][C:9]=1[N+:20]([O-])=O)([CH3:4])([CH3:3])[CH3:2], predict the reaction product. The product is: [C:1]([O:5][C:6](=[O:23])[NH:7][C:8]1[CH:13]=[CH:12][C:11]([C:14]2[CH:15]=[N:16][CH:17]=[CH:18][CH:19]=2)=[CH:10][C:9]=1[NH2:20])([CH3:4])([CH3:2])[CH3:3].